From a dataset of Drug-target binding data from BindingDB using Ki measurements. Regression. Given a target protein amino acid sequence and a drug SMILES string, predict the binding affinity score between them. We predict pKi (pKi = -log10(Ki in M); higher means stronger inhibition). Dataset: bindingdb_ki. (1) The compound is CC(C)=CCC/C(C)=C/CC/C(C)=C/CSc1ccc(N)cc1C(=O)O. The target protein (Q9WVM4) has sequence ALLLLLYRPPHYQIAIRACFLGFVFGCGVLLSFSQSSWNHFGWYVCSLSLFHYSEYLVTTVNNPKSLSLDSFLLNHSLEYTVAALSSWIEFTLENIFWPELKQITWLSAAGLLMVIFGECLRKVAMFTAGSNFNHVVQSEKSDTHTLVTSGVYAWCRHPSYVGWFYWSIGTQVMLCNPICGVVYALTVWRFFRDRTEEEEISLIHFFGEEYLDYKKRVPTGLPFIKGVKVGL. The pKi is 4.1. (2) The drug is Oc1cc2c(cc1O)[C@@H]1c3ccccc3CN[C@@H]1CC2. The target protein (P35524) has sequence MERSQSQQHGGEQSWWGTAPQYQYMPFEHCTSYGLPSENGGLQHRPRKDLGPRHNAHPTQIYGHHKEQYSYQAQDRGIPKKTDSSSTVDSLDEDHYSKCQDCVHRLGRVLRRKLGEDWIFLVLLGLLMALVSWCMDYVSAKSLQAYKWTYAQMQPSLPLQYLAWVTFPLILILFSALFCQLISPQAVGSGIPEMKTILRGVVLKEYLTLKAFVAKVVALTAGLGSGIPVGKEGPFVHIASICAAVLSKFMSMFSGVYEQPYYYTDILTVGCAVGVGCCFGTPLGGVLFSIEVTSTYFAVRNYWRGFFAATFSAFVFRVLAVWNKDAVTITALFRTNFRMDFPFDLKELPAFAVIGICCGFLGAVFVYLHRQVMLGVRKHKALSQFLAKHRLLYPGIVTFVIASLTFPPGMGQFMAGELMPREAISTLFDNNTWVKHIGDPKSLGQSAVWIHPQVNVVIIILLFFVMKFWMSIVATTMPIPCGGFMPVFVLGAAFGRLVGE.... The pKi is 5.0. (3) The drug is CCC1(CCCCN2CCN(c3ccc(Cl)cc3)CC2)C(=O)Nc2cc(F)ccc21. The target protein sequence is MDILCEENTSLSSTTNSLMQLNDDTRLYSNDFNSGEANTSDAFNWTVDSENRTNLSCEGCLSPSCLSLLHLQEKNWSALLTAVVIILTIAGNILVIMAVSLEKKLQNATNYFLMSLAIADMLLGFLVMPVSMLTILYGYRWPLPSKLCAVWIYLDVLFSTASIMHLCAISLDRYVAIQNPIHHSRFNSRTKAFLKIIAVWTISVGISMPIPVFGLQDDSKVFKEGSCLLADDNFVLIGSFVSFFIPLTIMVITYFLTIKSLQKEATLCVSDLGTRAKLASFSFLPQSSLSSEKLFQRSIHREPGSYTGRRTMQSISNEQKACKVLGIVFFLFVVMWCPFFITNIMAVICKESCNEDVIGALLNVFVWIGYLSSAVNPLVYTLFNKTYRSAFSRYIQCQYKENKKPLQLILVNTIPALAYKSSQLQMGQKKNSKQDAKTTDNDCSMVALGKQHSEEASKDNSDGVNEKVSCV. The pKi is 7.7. (4) The drug is O=C(NOP(=O)(O)OC[C@H]1O[C@@H](n2cnc3cncnc32)[C@H](O)[C@@H]1O)c1ccccc1. The target protein (P10378) has sequence MSIPFTRWPEEFARRYREKGYWQDLPLTDILTRHAASDSIAVIDGERQLSYRELNQAADNLACSLRRQGIKPGETALVQLGNVAELYITFFALLKLGVAPVLALFSHQRSELNAYASQIEPALLIADRQHALFSGDDFLNTFVTEHSSIRVVQLLNDSGEHNLQDAINHPAEDFTATPSPADEVAYFQLSGGTTGTPKLIPRTHNDYYYSVRRSVEICQFTQQTRYLCAIPAAHNYAMSSPGSLGVFLAGGTVVLAADPSATLCFPLIEKHQVNVTALVPPAVSLWLQALIEGESRAQLASLKLLQVGGARLSATLAARIPAEIGCQLQQVFGMAEGLVNYTRLDDSAEKIIHTQGYPMCPDDEVWVADAEGNPLPQGEVGRLMTRGPYTFRGYYKSPQHNASAFDANGFYCSGDLISIDPEGYITVQGREKDQINRGGEKIAAEEIENLLLRHPAVIYAALVSMEDELMGEKSCAYLVVKEPLRAVQVRRFLREQGIAE.... The pKi is 4.9. (5) The target protein (P41539) has sequence MKILVAVAVFFLVSTQLFAEEIDANDDLNYWSDWSDSDQIKEAMPEPFEHLLQRIARRPKPQQFFGLMGKRDADSSVEKQVALLKALYGHGQISHKRHKTDSFVGLMGKRALNSVAYERSAMQNYERRRK. The pKi is 6.9. The small molecule is CSCC[C@H](NC(=O)[C@H](CC(C)C)NC(=O)CNC(=O)[C@H](Cc1ccccc1)NC(=O)[C@H](Cc1ccccc1)NC(=O)[C@H](CCC(N)=O)NC(=O)[C@H](CCC(N)=O)NC(=O)[C@@H]1CCCN1C(=O)[C@H](CCCCN)NC(=O)[C@@H]1CCCN1C(=O)[C@@H](N)CCCN=C(N)N)C(N)=O. (6) The small molecule is CCCCn1cc(C(=O)NC2CCCCC2)c(=O)c2c(C)nn(C)c21. The target protein sequence is MKSILDGLADTTFRTITTDLLYVGSNDIQYEDIKGDMASKLGYFPQKFPLTSFRGSPFQEKMTAGDNSPLVPAGDTTNITEFYNKSLSSFKENEENIQCGENFMDMECFMILNPSQQLAIAVLSLTLGTFTVLENLLVLCVILHSRSLRCRPSYHFIGSLAVADLLGSVIFVYSFVDFHVFHRKDSPNVFLFKLGGVTASFTASVGSLFLTAIDRYISIHRPLAYKRIVTRPKAVVAFCLMWTIAIVIAVLPLLGWNCKKLQSVCSDIFPLIDETYLMFWIGVTSVLLLFIVYAYMYILWKAHSHAVRMIQRGTQKSIIIHTSEDGKVQVTRPDQARMDIRLAKTLVLILVVLIICWGPLLAIMVYDVFGKMNKLIKTVFAFCSMLCLLNSTVNPIIYALRSKDLRHAFRSMFPSCEGTAQPLDNSMGDSDCLHKHANNTASMHRAAESCIKSTVKIAKVTMSVSTDTSAEAL. The pKi is 5.8.